Dataset: Full USPTO retrosynthesis dataset with 1.9M reactions from patents (1976-2016). Task: Predict the reactants needed to synthesize the given product. Given the product [Cl:1][C:2]1[CH:3]=[CH:4][C:5]2[N:11]3[C:12]([C:15]([F:17])([F:16])[F:18])=[N:13][N:14]=[C:10]3[C@@H:9]([CH2:19][C:20]([OH:22])=[O:21])[S:8][C@H:7]([C:25]3[CH:30]=[CH:29][CH:28]=[C:27]([Cl:31])[C:26]=3[Cl:32])[C:6]=2[CH:33]=1, predict the reactants needed to synthesize it. The reactants are: [Cl:1][C:2]1[CH:3]=[CH:4][C:5]2[N:11]3[C:12]([C:15]([F:18])([F:17])[F:16])=[N:13][N:14]=[C:10]3[C@@H:9]([CH2:19][C:20]([O:22]CC)=[O:21])[S:8][C@H:7]([C:25]3[CH:30]=[CH:29][CH:28]=[C:27]([Cl:31])[C:26]=3[Cl:32])[C:6]=2[CH:33]=1.Cl.C(O)(=O)CC(CC(O)=O)(C(O)=O)O.